Task: Predict the product of the given reaction.. Dataset: Forward reaction prediction with 1.9M reactions from USPTO patents (1976-2016) (1) Given the reactants [Cl:1][C:2]1[CH:3]=[N:4][CH:5]=[C:6]([Cl:24])[C:7]=1[S:8][C:9]1[S:13][C:12]([C:14]([NH:16][CH2:17][C:18]([OH:20])=O)=[O:15])=[CH:11][C:10]=1[N+:21]([O-:23])=[O:22].[CH3:25][N:26]1[CH2:31][CH2:30][CH:29]([NH2:32])[CH2:28][CH2:27]1, predict the reaction product. The product is: [Cl:1][C:2]1[CH:3]=[N:4][CH:5]=[C:6]([Cl:24])[C:7]=1[S:8][C:9]1[S:13][C:12]([C:14]([NH:16][CH2:17][C:18]([NH:32][CH:29]2[CH2:30][CH2:31][N:26]([CH3:25])[CH2:27][CH2:28]2)=[O:20])=[O:15])=[CH:11][C:10]=1[N+:21]([O-:23])=[O:22]. (2) Given the reactants C(Cl)Cl.[Br:4][C:5]1[CH:13]=[CH:12][C:8]([CH2:9][CH2:10][OH:11])=[CH:7][CH:6]=1.[O:14]1[CH:19]=[CH:18][CH2:17][CH2:16][CH2:15]1, predict the reaction product. The product is: [Br:4][C:5]1[CH:13]=[CH:12][C:8]([CH2:9][CH2:10][O:11][CH:15]2[CH2:16][CH2:17][CH2:18][CH2:19][O:14]2)=[CH:7][CH:6]=1. (3) The product is: [Br:1][C:2]1[CH:7]=[CH:6][C:5]([O:8][CH2:17][CH:18]([O:22][CH2:23][CH3:24])[O:19][CH2:20][CH3:21])=[C:4]([Cl:9])[CH:3]=1. Given the reactants [Br:1][C:2]1[CH:7]=[CH:6][C:5]([OH:8])=[C:4]([Cl:9])[CH:3]=1.C([O-])([O-])=O.[K+].[K+].Br[CH2:17][CH:18]([O:22][CH2:23][CH3:24])[O:19][CH2:20][CH3:21].O, predict the reaction product. (4) Given the reactants C1(P(C2C=CC=CC=2)C2C=CC=CC=2)C=CC=CC=1.BrN1C(=O)CCC1=O.[Cl:28][C:29]1[CH:30]=[C:31]([C@@H:39]([CH2:43][CH:44]2[CH2:48][CH2:47][CH2:46][CH2:45]2)[C:40]([OH:42])=O)[CH:32]=[CH:33][C:34]=1[S:35]([CH3:38])(=[O:37])=[O:36].[NH2:49][C:50]1[S:51][CH:52]=[CH:53][N:54]=1.N1C=CC=CC=1, predict the reaction product. The product is: [Cl:28][C:29]1[CH:30]=[C:31]([C@@H:39]([CH2:43][CH:44]2[CH2:48][CH2:47][CH2:46][CH2:45]2)[C:40]([NH:49][C:50]2[S:51][CH:52]=[CH:53][N:54]=2)=[O:42])[CH:32]=[CH:33][C:34]=1[S:35]([CH3:38])(=[O:36])=[O:37]. (5) Given the reactants [H-].[Na+].[CH:3]1([O:8][CH2:9][CH2:10][O:11][C:12]2[CH:17]=[CH:16][C:15]([OH:18])=[CH:14][CH:13]=2)[CH2:7][CH2:6][CH2:5][CH2:4]1.[CH2:19]([CH:21]1[O:23][CH2:22]1)Cl, predict the reaction product. The product is: [CH:3]1([O:8][CH2:9][CH2:10][O:11][C:12]2[CH:13]=[CH:14][C:15]([O:18][CH2:19][CH:21]3[CH2:22][O:23]3)=[CH:16][CH:17]=2)[CH2:4][CH2:5][CH2:6][CH2:7]1. (6) The product is: [C:4]([C:6]1[C:7]([C:12]2[CH:17]=[C:16]([I:18])[CH:15]=[CH:14][C:13]=2[F:19])=[N:8][O:9][C:10]=1[CH3:11])([OH:5])=[O:3]. Given the reactants C([O:3][C:4]([C:6]1[C:7]([C:12]2[CH:17]=[C:16]([I:18])[CH:15]=[CH:14][C:13]=2[F:19])=[N:8][O:9][C:10]=1[CH3:11])=[O:5])C.[OH-].[Na+], predict the reaction product. (7) Given the reactants [CH2:1]([N:3]1[C:11]2[C:6](=[N:7][CH:8]=[CH:9][CH:10]=2)[C:5]([C:12]2[CH:13]=[N:14][C:15]([O:18]C)=[CH:16][CH:17]=2)=[N:4]1)[CH3:2].Cl, predict the reaction product. The product is: [CH2:1]([N:3]1[C:11]2[C:6](=[N:7][CH:8]=[CH:9][CH:10]=2)[C:5]([C:12]2[CH:17]=[CH:16][C:15]([OH:18])=[N:14][CH:13]=2)=[N:4]1)[CH3:2].